From a dataset of Reaction yield outcomes from USPTO patents with 853,638 reactions. Predict the reaction yield, written as a fraction of the theoretical maximum amount of product (1.0 means a 100% yield; for example, 0.34 means a 34% yield). (1) The reactants are C([O:8][N:9]1[C:15](=[O:16])[N:14]2[CH2:17][C@H:10]1[CH2:11][CH2:12][C@H:13]2[C:18]([NH:20][O:21][CH2:22][C@@H:23]1[CH2:27][CH2:26][CH2:25][N:24]1[C:28]([O:30][C:31]([CH3:34])([CH3:33])[CH3:32])=[O:29])=[O:19])C1C=CC=CC=1. The catalyst is CO.[Pd]. The product is [OH:8][N:9]1[C:15](=[O:16])[N:14]2[CH2:17][C@H:10]1[CH2:11][CH2:12][C@H:13]2[C:18]([NH:20][O:21][CH2:22][C@@H:23]1[CH2:27][CH2:26][CH2:25][N:24]1[C:28]([O:30][C:31]([CH3:34])([CH3:33])[CH3:32])=[O:29])=[O:19]. The yield is 1.00. (2) The reactants are [CH3:1][C:2]1[O:6][N:5]=[C:4]([C:7]2[CH:12]=[CH:11][CH:10]=[CH:9][CH:8]=2)[C:3]=1[C:13]([NH:15][NH2:16])=[O:14].P(Cl)(Cl)(Cl)=O.[C:22]1([CH3:31])[C:23]([C:28](O)=O)=[CH:24][CH:25]=[CH:26][CH:27]=1.C(=O)([O-])[O-].[Na+].[Na+]. The catalyst is C(OCC)(=O)C. The product is [CH3:1][C:2]1[O:6][N:5]=[C:4]([C:7]2[CH:12]=[CH:11][CH:10]=[CH:9][CH:8]=2)[C:3]=1[C:13]1[O:14][C:31]([C:22]2[CH:27]=[CH:26][CH:25]=[CH:24][C:23]=2[CH3:28])=[N:16][N:15]=1. The yield is 0.340.